This data is from Full USPTO retrosynthesis dataset with 1.9M reactions from patents (1976-2016). The task is: Predict the reactants needed to synthesize the given product. (1) Given the product [Cl:2][C:3]1[CH:11]=[CH:10][CH:9]=[C:8]2[C:4]=1[CH2:5][N:6]([C:12]([O:14][C@@H:15]1[CH2:19][C@@H:18]([C:20]([O:22][CH3:23])=[O:21])[N:17]([C:32](=[O:33])[C@@H:31]([C:29]([O:28][C:24]([CH3:27])([CH3:26])[CH3:25])=[O:30])[C:35]([CH3:38])([CH3:37])[CH3:36])[CH2:16]1)=[O:13])[CH2:7]2, predict the reactants needed to synthesize it. The reactants are: Cl.[Cl:2][C:3]1[CH:11]=[CH:10][CH:9]=[C:8]2[C:4]=1[CH2:5][N:6]([C:12]([O:14][C@@H:15]1[CH2:19][C@@H:18]([C:20]([O:22][CH3:23])=[O:21])[NH:17][CH2:16]1)=[O:13])[CH2:7]2.[C:24]([O:28][C:29]([C@@H:31]([C:35]([CH3:38])([CH3:37])[CH3:36])[C:32](O)=[O:33])=[O:30])([CH3:27])([CH3:26])[CH3:25].CN(C(ON1N=NC2C=CC=NC1=2)=[N+](C)C)C.F[P-](F)(F)(F)(F)F.CCN(C(C)C)C(C)C. (2) Given the product [OH:29][C@@H:26]([CH2:27][OH:28])[CH2:25][N:24]([CH3:23])[C:18]([C:12]1[S:13][C:14]2[CH2:15][CH2:16][O:17][C:8]3[CH:7]=[C:6]([C:4]4[CH:3]=[N:2][NH:1][CH:5]=4)[CH:22]=[CH:21][C:9]=3[C:10]=2[N:11]=1)=[O:19], predict the reactants needed to synthesize it. The reactants are: [NH:1]1[CH:5]=[C:4]([C:6]2[CH:22]=[CH:21][C:9]3[C:10]4[N:11]=[C:12]([C:18](O)=[O:19])[S:13][C:14]=4[CH2:15][CH2:16][O:17][C:8]=3[CH:7]=2)[CH:3]=[N:2]1.[CH3:23][NH:24][CH2:25][C@H:26]([OH:29])[CH2:27][OH:28]. (3) Given the product [CH2:19]1[N:24]([CH2:2][CH2:3][CH2:4][CH2:5][N:6]2[C:12]3[CH:13]=[CH:14][CH:15]=[CH:16][C:11]=3[C:10](=[O:17])[CH2:9][CH2:8][C:7]2=[O:18])[CH2:23][CH2:22][N:21]2[CH2:25][CH2:26][CH2:27][CH:20]12, predict the reactants needed to synthesize it. The reactants are: Cl[CH2:2][CH2:3][CH2:4][CH2:5][N:6]1[C:12]2[CH:13]=[CH:14][CH:15]=[CH:16][C:11]=2[C:10](=[O:17])[CH2:9][CH2:8][C:7]1=[O:18].[CH2:19]1[NH:24][CH2:23][CH2:22][N:21]2[CH2:25][CH2:26][CH2:27][CH:20]12. (4) Given the product [CH:1]1([N:9]2[C:12](=[O:13])[C:11]([CH3:15])([CH3:14])[N:10]2[C:17]2[CH:22]=[CH:21][CH:20]=[C:19]([Cl:23])[C:18]=2[Cl:24])[CH2:8][CH2:7][CH2:6][CH2:5][CH2:4][CH2:3][CH2:2]1, predict the reactants needed to synthesize it. The reactants are: [CH:1]1([N:9]2[C:12](=[O:13])[C:11]([CH3:15])([CH3:14])[NH:10]2)[CH2:8][CH2:7][CH2:6][CH2:5][CH2:4][CH2:3][CH2:2]1.Br[C:17]1[CH:22]=[CH:21][CH:20]=[C:19]([Cl:23])[C:18]=1[Cl:24]. (5) The reactants are: [OH:1][C:2]([CH3:35])([CH3:34])[CH2:3][C@@:4]1([C:28]2[CH:33]=[CH:32][CH:31]=[CH:30][CH:29]=2)[O:9][C:8](=[O:10])[N:7]([C@H:11]([C:13]2[CH:18]=[CH:17][C:16](B3OC(C)(C)C(C)(C)O3)=[CH:15][CH:14]=2)[CH3:12])[CH2:6][CH2:5]1.Br[C:37]1[CH:38]=[N:39][C:40]([N:43]2[CH:47]=[CH:46][N:45]=[C:44]2[CH3:48])=[N:41][CH:42]=1. Given the product [OH:1][C:2]([CH3:34])([CH3:35])[CH2:3][C@@:4]1([C:28]2[CH:33]=[CH:32][CH:31]=[CH:30][CH:29]=2)[O:9][C:8](=[O:10])[N:7]([C@H:11]([C:13]2[CH:14]=[CH:15][C:16]([C:37]3[CH:38]=[N:39][C:40]([N:43]4[CH:47]=[CH:46][N:45]=[C:44]4[CH3:48])=[N:41][CH:42]=3)=[CH:17][CH:18]=2)[CH3:12])[CH2:6][CH2:5]1, predict the reactants needed to synthesize it. (6) Given the product [CH3:1][O:2][C:3]1[CH:4]=[C:5]([CH2:9][C:10]([NH:13][C:14]2[CH:19]=[CH:18][CH:17]=[CH:16][CH:15]=2)=[O:11])[CH:6]=[CH:7][CH:8]=1, predict the reactants needed to synthesize it. The reactants are: [CH3:1][O:2][C:3]1[CH:4]=[C:5]([CH2:9][C:10](Cl)=[O:11])[CH:6]=[CH:7][CH:8]=1.[NH2:13][C:14]1[CH:19]=[CH:18][CH:17]=[CH:16][CH:15]=1.O. (7) Given the product [NH2:5][C:6]1[N:11]=[C:10]([OH:12])[C:9]([S:13][C:14]2[CH:19]=[CH:18][C:17]([CH2:20][Cl:3])=[CH:16][CH:15]=2)=[C:8]([CH3:22])[N:7]=1, predict the reactants needed to synthesize it. The reactants are: O=S(Cl)[Cl:3].[NH2:5][C:6]1[N:11]=[C:10]([OH:12])[C:9]([S:13][C:14]2[CH:19]=[CH:18][C:17]([CH2:20]O)=[CH:16][CH:15]=2)=[C:8]([CH3:22])[N:7]=1. (8) Given the product [CH3:28][O:29][C:30]1[CH:35]=[C:34]([C:2]2[N:3]=[C:4]([N:22]3[CH2:27][CH2:26][O:25][CH2:24][CH2:23]3)[C:5]3[S:10][C:9]([CH2:11][N:12]4[CH2:17][CH2:16][N:15]([S:18]([CH3:21])(=[O:20])=[O:19])[CH2:14][CH2:13]4)=[CH:8][C:6]=3[N:7]=2)[CH:33]=[N:32][CH:31]=1, predict the reactants needed to synthesize it. The reactants are: Cl[C:2]1[N:3]=[C:4]([N:22]2[CH2:27][CH2:26][O:25][CH2:24][CH2:23]2)[C:5]2[S:10][C:9]([CH2:11][N:12]3[CH2:17][CH2:16][N:15]([S:18]([CH3:21])(=[O:20])=[O:19])[CH2:14][CH2:13]3)=[CH:8][C:6]=2[N:7]=1.[CH3:28][O:29][C:30]1[CH:31]=[N:32][CH:33]=[C:34](B2OC(C)(C)C(C)(C)O2)[CH:35]=1. (9) Given the product [C:16]([OH:18])(=[O:17])[CH2:15][CH2:14][CH2:13][CH2:12]/[CH:11]=[CH:10]\[CH2:9][CH2:8][CH2:7][CH2:6][CH2:5][CH2:4][CH2:3][CH2:2][CH3:19], predict the reactants needed to synthesize it. The reactants are: O[CH:2]([CH3:19])[CH2:3][CH2:4][CH2:5][CH2:6][CH2:7][CH2:8][CH2:9][CH:10]=[CH:11][CH2:12][CH2:13][CH2:14][CH2:15][C:16]([OH:18])=[O:17].OC(CC)CCCCCCC=CCCCCC(O)=O.OC(CCC)CCCCCC=CCCCCC(O)=O. (10) Given the product [CH3:1][O:2][C:3]([C:5]1([C:8]2[CH:9]=[CH:10][C:11]([C:14]3[CH:19]=[CH:18][C:17]([C:20]4[CH:21]=[N:22][N:23]([CH3:26])[C:24]=4[NH:25][C:35](=[O:36])[CH2:34][C@@H:33]([C:27]4[CH:32]=[CH:31][CH:30]=[CH:29][CH:28]=4)[CH3:38])=[CH:16][CH:15]=3)=[CH:12][CH:13]=2)[CH2:6][CH2:7]1)=[O:4], predict the reactants needed to synthesize it. The reactants are: [CH3:1][O:2][C:3]([C:5]1([C:8]2[CH:13]=[CH:12][C:11]([C:14]3[CH:19]=[CH:18][C:17]([C:20]4[CH:21]=[N:22][N:23]([CH3:26])[C:24]=4[NH2:25])=[CH:16][CH:15]=3)=[CH:10][CH:9]=2)[CH2:7][CH2:6]1)=[O:4].[C:27]1([C@@H:33]([CH3:38])[CH2:34][C:35](Cl)=[O:36])[CH:32]=[CH:31][CH:30]=[CH:29][CH:28]=1.